From a dataset of Full USPTO retrosynthesis dataset with 1.9M reactions from patents (1976-2016). Predict the reactants needed to synthesize the given product. (1) Given the product [Br:7][C:8]1[CH:9]=[N:10][CH:11]=[C:12]([O:2][CH3:1])[C:13]=1[CH3:14], predict the reactants needed to synthesize it. The reactants are: [CH3:1][O-:2].[Na+].[Na].CO.[Br:7][C:8]1[CH:9]=[N:10][CH:11]=[C:12](Br)[C:13]=1[CH3:14]. (2) The reactants are: [NH2:1][C:2]1[CH:7]=[CH:6][CH:5]=[CH:4][CH:3]=1.[CH:8]([C:10]([CH3:12])=O)=[CH2:9]. Given the product [CH3:12][C:10]1[C:7]2[C:2](=[CH:3][CH:4]=[CH:5][CH:6]=2)[N:1]=[CH:9][CH:8]=1, predict the reactants needed to synthesize it. (3) The reactants are: [H-].[Na+].F[C:4]1[C:13]2[C:8](=[CH:9][C:10]([C@H]3CC[C@H](CCC)CC3)=[CH:11][CH:12]=2)[CH:7]=[CH:6][C:5]=1O.Br[C:25]1[CH:26]=[C:27]2[C:32](=[CH:33][CH:34]=1)C=C(OC)C=C2.[Mg].C(C1CCC=CC1)CC. Given the product [C:4]1([C:25]2[CH2:26][CH2:27][CH2:32][CH2:33][CH:34]=2)[C:13]2[C:8](=[CH:9][CH:10]=[CH:11][CH:12]=2)[CH:7]=[CH:6][CH:5]=1, predict the reactants needed to synthesize it. (4) Given the product [I:1][C:2]1[CH:10]=[CH:9][CH:8]=[CH:7][C:3]=1[C:4]([C:27]1[N:26]=[C:25]([C:15]2[C:24]3[C:19](=[CH:20][CH:21]=[CH:22][CH:23]=3)[CH:18]=[CH:17][CH:16]=2)[N:29]2[CH:30]=[CH:31][CH:32]=[CH:33][C:28]=12)=[O:6], predict the reactants needed to synthesize it. The reactants are: [I:1][C:2]1[CH:10]=[CH:9][CH:8]=[CH:7][C:3]=1[C:4]([OH:6])=O.[Cl-].[Cl-].[Cl-].[Al+3].[C:15]1([C:25]2[N:29]3[CH:30]=[CH:31][CH:32]=[CH:33][C:28]3=[CH:27][N:26]=2)[C:24]2[C:19](=[CH:20][CH:21]=[CH:22][CH:23]=2)[CH:18]=[CH:17][CH:16]=1. (5) The reactants are: Br[C:2]1[C:11]2[CH2:10][CH2:9][CH2:8][CH2:7][C:6]=2[C:5](=[O:12])[N:4]([CH3:13])[CH:3]=1.[CH3:14][C:15]1([CH3:31])[C:19]([CH3:21])([CH3:20])[O:18][B:17]([B:17]2[O:18][C:19]([CH3:21])([CH3:20])[C:15]([CH3:31])([CH3:14])[O:16]2)[O:16]1.CC(C1C=C(C(C)C)C(C2C=CC=CC=2P(C2CCCCC2)C2CCCCC2)=C(C(C)C)C=1)C.CC([O-])=O.[K+]. Given the product [CH3:13][N:4]1[CH:3]=[C:2]([B:17]2[O:18][C:19]([CH3:21])([CH3:20])[C:15]([CH3:31])([CH3:14])[O:16]2)[C:11]2[CH2:10][CH2:9][CH2:8][CH2:7][C:6]=2[C:5]1=[O:12], predict the reactants needed to synthesize it. (6) Given the product [Cl:16][C:11]1[CH:10]=[C:9]([CH:14]=[CH:13][C:12]=1[Cl:15])[O:8][C:5]1[N:6]=[CH:7][C:2]([C:43]([N:41]2[CH2:42][CH2:20][N:19]([CH:36]([CH3:35])[CH3:37])[CH2:18][CH2:40]2)=[O:44])=[CH:3][CH:4]=1, predict the reactants needed to synthesize it. The reactants are: Br[C:2]1[CH:3]=[CH:4][C:5]([O:8][C:9]2[CH:14]=[CH:13][C:12]([Cl:15])=[C:11]([Cl:16])[CH:10]=2)=[N:6][CH:7]=1.Br[C:18]1C=CC(Br)=[CH:20][N:19]=1.C([O-])([O-])=O.[K+].[K+].ClC1C=C(O)[CH:35]=[CH:36][C:37]=1Cl.[CH3:40][N:41]([CH:43]=[O:44])[CH3:42]. (7) Given the product [CH3:2][N:3]([CH2:5][C:6]1[C:7]([N+:15]([O-:17])=[O:16])=[C:8]([CH:12]=[CH:13][CH:14]=1)[C:9]([Cl:20])=[O:10])[CH3:4], predict the reactants needed to synthesize it. The reactants are: Cl.[CH3:2][N:3]([CH2:5][C:6]1[C:7]([N+:15]([O-:17])=[O:16])=[C:8]([CH:12]=[CH:13][CH:14]=1)[C:9](O)=[O:10])[CH3:4].S(Cl)([Cl:20])=O.